This data is from Hepatocyte clearance measurements from AstraZeneca. The task is: Regression/Classification. Given a drug SMILES string, predict its absorption, distribution, metabolism, or excretion properties. Task type varies by dataset: regression for continuous measurements (e.g., permeability, clearance, half-life) or binary classification for categorical outcomes (e.g., BBB penetration, CYP inhibition). For this dataset (clearance_hepatocyte_az), we predict log10(clearance) (log10 of the in vitro intrinsic clearance, CLint, in uL/min per 10^6 hepatocytes; values are censored to the assay range of 3 to 150, which is 0.477 to 2.18 on this log10 scale). (1) The molecule is CCNC(=O)c1ccc(C)c(-n2cnc3ccc(N4CCN(C)CC4)cc3c2=O)c1. The log10(clearance) is 0.480. (2) The compound is COc1nc2ccc(Br)cc2cc1[C@@H](c1ccccc1)[C@@](O)(CCN(C)C)c1cccc2ccccc12. The log10(clearance) is 1.15. (3) The compound is O=C(Nc1cc(-c2ccnc(Nc3ccccc3)c2)ccn1)C1CCOCC1. The log10(clearance) is 2.18. (4) The drug is CCCSc1ccc2nc(NC(=O)OC)[nH]c2c1. The log10(clearance) is 1.10. (5) The compound is O=c1cc(N2CCOCC2)nc2n(Cc3cccc(Cl)c3Cl)ccn12. The log10(clearance) is 1.39. (6) The drug is Cc1ccc(NC(=O)[C@H]2CCCN2S(=O)(=O)c2cccc3cccnc23)c(C)c1. The log10(clearance) is 2.18. (7) The compound is Cc1ccc(S(=O)(=O)Nc2c(C(=O)N[C@@H](C)C(C)(C)C)c(C)nn2-c2ccccc2)cc1. The log10(clearance) is 1.08. (8) The molecule is C[C@H]1CN(Cc2cc(Cl)ccc2OCC(=O)O)CCN1C(=O)Cc1ccc(Cl)cc1. The log10(clearance) is 0.480. (9) The molecule is Cc1oncc1C(=O)Nc1ccc(C(F)(F)F)cc1. The log10(clearance) is 1.38.